Dataset: Full USPTO retrosynthesis dataset with 1.9M reactions from patents (1976-2016). Task: Predict the reactants needed to synthesize the given product. (1) The reactants are: C([O:8][C:9]1[CH:10]=[C:11]2[N:17]=[C:16]([C:18]3[CH:23]=[CH:22][CH:21]=[CH:20][C:19]=3[S:24][CH2:25][CH3:26])[N:15]([CH3:27])[C:12]2=[N:13][CH:14]=1)C1C=CC=CC=1.B(Br)(Br)Br.C(=O)([O-])O.[Na+]. Given the product [CH2:25]([S:24][C:19]1[CH:20]=[CH:21][CH:22]=[CH:23][C:18]=1[C:16]1[N:15]([CH3:27])[C:12]2=[N:13][CH:14]=[C:9]([OH:8])[CH:10]=[C:11]2[N:17]=1)[CH3:26], predict the reactants needed to synthesize it. (2) The reactants are: [CH3:1][C:2]1[N:7]=[C:6]([C:8]2[N:9]=[C:10]3[CH:15]=[CH:14][CH:13]=[CH:12][N:11]3[C:16]=2[C:17]2[CH:22]=[CH:21][N:20]=[C:19]([C:23]#[N:24])[N:18]=2)[CH:5]=[CH:4][CH:3]=1.[N-:25]=[N+:26]=[N-:27].[Na+].[NH4+].[Cl-]. Given the product [CH3:1][C:2]1[N:7]=[C:6]([C:8]2[N:9]=[C:10]3[CH:15]=[CH:14][CH:13]=[CH:12][N:11]3[C:16]=2[C:17]2[CH:22]=[CH:21][N:20]=[C:19]([C:23]3[NH:27][N:26]=[N:25][N:24]=3)[N:18]=2)[CH:5]=[CH:4][CH:3]=1, predict the reactants needed to synthesize it. (3) The reactants are: CCN(C(C)C)C(C)C.[OH:10][C:11]1[CH:12]=[CH:13][CH:14]=[C:15]2[C:20]=1[O:19][C:18](=[O:21])[C:17]([C:22]([OH:24])=O)=[CH:16]2.CN(C(ON1N=NC2C=CC=NC1=2)=[N+](C)C)C.F[P-](F)(F)(F)(F)F.[CH3:49][O:50][C:51]1[C:56]([C:57]2[CH:58]=[C:59]([NH2:63])[CH:60]=[CH:61][CH:62]=2)=[CH:55][CH:54]=[CH:53][N:52]=1. Given the product [CH3:49][O:50][C:51]1[C:56]([C:57]2[CH:58]=[C:59]([NH:63][C:22]([C:17]3[C:18](=[O:21])[O:19][C:20]4[C:15]([CH:16]=3)=[CH:14][CH:13]=[CH:12][C:11]=4[OH:10])=[O:24])[CH:60]=[CH:61][CH:62]=2)=[CH:55][CH:54]=[CH:53][N:52]=1, predict the reactants needed to synthesize it. (4) Given the product [ClH:52].[CH2:27]([C:29]1[CH:30]=[CH:31][C:32]([CH2:35][CH2:36][O:37][C:38]2[CH:51]=[CH:50][C:41]([CH2:42][C@H:43]3[S:47][C:46](=[O:48])[NH:45][C:44]3=[O:49])=[CH:40][CH:39]=2)=[N:33][CH:34]=1)[CH3:28], predict the reactants needed to synthesize it. The reactants are: C(O[C@H]([C@H](C(O)=O)OC(=O)C1C=CC=CC=1)C(O)=O)(=O)C1C=CC=CC=1.[CH2:27]([C:29]1[CH:30]=[CH:31][C:32]([CH2:35][CH2:36][O:37][C:38]2[CH:51]=[CH:50][C:41]([CH2:42][C@H:43]3[S:47][C:46](=[O:48])[NH:45][C:44]3=[O:49])=[CH:40][CH:39]=2)=[N:33][CH:34]=1)[CH3:28].[ClH:52]. (5) Given the product [CH3:20][O:21][C:22](=[O:31])[C:23]1[CH:28]=[CH:27][CH:26]=[CH:25][C:24]=1[CH2:29][N:8]1[C:7]2[CH:11]=[CH:12][CH:13]=[C:14]([CH:15]([CH3:17])[CH3:16])[C:6]=2[O:5][CH:4]([CH:1]([CH3:3])[CH3:2])[C:9]1=[O:10], predict the reactants needed to synthesize it. The reactants are: [CH:1]([CH:4]1[C:9](=[O:10])[NH:8][C:7]2[CH:11]=[CH:12][CH:13]=[C:14]([CH:15]([CH3:17])[CH3:16])[C:6]=2[O:5]1)([CH3:3])[CH3:2].[H-].[Na+].[CH3:20][O:21][C:22](=[O:31])[C:23]1[CH:28]=[CH:27][CH:26]=[CH:25][C:24]=1[CH2:29]Br.C(O)(=O)CC(CC(O)=O)(C(O)=O)O.